Dataset: Catalyst prediction with 721,799 reactions and 888 catalyst types from USPTO. Task: Predict which catalyst facilitates the given reaction. (1) Reactant: [CH2:1]([O:3][C:4]([C:6]1[NH:14][C:13]2[CH2:12][CH2:11][NH:10][C:9](=[O:15])[C:8]=2[C:7]=1[C:16]([F:19])([F:18])[F:17])=[O:5])[CH3:2].[H-].[Na+].Br.Br[CH2:24][CH2:25][N:26]([CH2:29][CH3:30])[CH2:27][CH3:28]. Product: [CH2:1]([O:3][C:4]([C:6]1[NH:14][C:13]2[CH2:12][CH2:11][N:10]([CH2:24][CH2:25][N:26]([CH2:29][CH3:30])[CH2:27][CH3:28])[C:9](=[O:15])[C:8]=2[C:7]=1[C:16]([F:18])([F:19])[F:17])=[O:5])[CH3:2]. The catalyst class is: 9. (2) Reactant: [Cl:1][C:2]1[CH:9]=[C:8]([NH:10][C@H:11]2[CH2:15][CH2:14][NH:13][CH2:12]2)[CH:7]=[CH:6][C:3]=1[C:4]#[N:5].[CH2:16]=O.[BH4-].[Na+]. Product: [Cl:1][C:2]1[CH:9]=[C:8]([NH:10][C@H:11]2[CH2:15][CH2:14][N:13]([CH3:16])[CH2:12]2)[CH:7]=[CH:6][C:3]=1[C:4]#[N:5]. The catalyst class is: 5. (3) Reactant: [CH3:1][N:2]1[CH:6]2[CH2:7][CH:8](OS(C)(=O)=O)[CH2:9][CH:3]1[CH2:4][CH2:5]2.C([O:17][C:18]([S-:20])=[S:19])C.[Na+].C1(C)C=CC=CC=1. Product: [CH3:1][N:2]1[C@@H:3]2[CH2:9][CH:8]([S:19][C:18]([SH:20])=[O:17])[CH2:7][C@H:6]1[CH2:5][CH2:4]2. The catalyst class is: 6. (4) Reactant: [Br:1][C:2]1[CH:3]=[C:4]([O:10][CH3:11])[C:5]([O:8][CH3:9])=[CH:6][CH:7]=1.[N+:12]([O-])([OH:14])=[O:13].C(O)(=O)C. Product: [Br:1][C:2]1[CH:3]=[C:4]([O:10][CH3:11])[C:5]([O:8][CH3:9])=[CH:6][C:7]=1[N+:12]([O-:14])=[O:13]. The catalyst class is: 6. (5) Reactant: [F:1][C:2]1[CH:21]=[C:20]([N+:22]([O-:24])=[O:23])[CH:19]=[CH:18][C:3]=1[O:4][C:5]1[C:14]2[C:9](=[CH:10][C:11]([OH:17])=[C:12]([O:15][CH3:16])[CH:13]=2)[N:8]=[CH:7][CH:6]=1.CC(N(C)C)=O.C(=O)([O-])[O-].[Cs+].[Cs+].[CH2:37]([O:44][C:45]([N:47]1[CH2:51][CH:50]2[CH2:52][CH:53]([CH2:55]OS(C)(=O)=O)[CH2:54][CH:49]2[CH2:48]1)=[O:46])[C:38]1[CH:43]=[CH:42][CH:41]=[CH:40][CH:39]=1. Product: [CH2:37]([O:44][C:45]([N:47]1[CH2:48][CH:49]2[CH2:54][CH:53]([CH2:55][O:17][C:11]3[CH:10]=[C:9]4[C:14]([C:5]([O:4][C:3]5[CH:18]=[CH:19][C:20]([N+:22]([O-:24])=[O:23])=[CH:21][C:2]=5[F:1])=[CH:6][CH:7]=[N:8]4)=[CH:13][C:12]=3[O:15][CH3:16])[CH2:52][CH:50]2[CH2:51]1)=[O:46])[C:38]1[CH:39]=[CH:40][CH:41]=[CH:42][CH:43]=1. The catalyst class is: 6. (6) Reactant: Br[CH2:2][CH2:3][CH2:4][C:5]([NH:7][C:8]1[CH:13]=[CH:12][CH:11]=[C:10]([I:14])[CH:9]=1)=[O:6].[H-].[Na+].O.[Cl-].[NH4+]. Product: [I:14][C:10]1[CH:9]=[C:8]([N:7]2[CH2:2][CH2:3][CH2:4][C:5]2=[O:6])[CH:13]=[CH:12][CH:11]=1. The catalyst class is: 31. (7) Reactant: [Br:1][C:2]1[CH:9]=[C:8]([CH3:10])[CH:7]=[C:6]([F:11])[C:3]=1[CH:4]=O.S([O-])(OCCCCCCCCCCCC)(=O)=O.[Na+].C(OI(C1C=CC=CC=1)OC(=O)C)(=O)C.C([O-])(=O)C.[NH4+:49]. The catalyst class is: 6. Product: [Br:1][C:2]1[CH:9]=[C:8]([CH3:10])[CH:7]=[C:6]([F:11])[C:3]=1[C:4]#[N:49].